Dataset: Full USPTO retrosynthesis dataset with 1.9M reactions from patents (1976-2016). Task: Predict the reactants needed to synthesize the given product. (1) Given the product [CH3:3][N:2]([CH:4]=[C:5]1[N:9]([CH2:25][C:24]2[CH:27]=[CH:28][C:21]([O:20][CH3:19])=[CH:22][CH:23]=2)[C:8](=[O:10])[N:7]([CH:11]([CH3:12])[CH3:13])[C:6]1=[O:14])[CH3:1], predict the reactants needed to synthesize it. The reactants are: [CH3:1][N:2]([CH:4]=[C:5]1[NH:9][C:8](=[O:10])[N:7]([CH:11]([CH3:13])[CH3:12])[C:6]1=[O:14])[CH3:3].[H-].[Na+].[H][H].[CH3:19][O:20][C:21]1[CH:28]=[CH:27][C:24]([CH2:25]Cl)=[CH:23][CH:22]=1. (2) Given the product [CH3:1][O:2][NH:3][C:4]([C:6]1[C:7](=[O:35])[C:8]2[CH:13]=[N:12][C:11]([NH:14][C:15]3[CH:20]=[CH:19][C:18]([CH2:21][CH2:22][NH:23][CH2:37][CH2:38][OH:39])=[CH:17][CH:16]=3)=[N:10][C:9]=2[N:24]([C:26]2[CH:27]=[C:28]3[C:32](=[CH:33][CH:34]=2)[CH2:31][CH2:30][CH2:29]3)[CH:25]=1)=[O:5], predict the reactants needed to synthesize it. The reactants are: [CH3:1][O:2][NH:3][C:4]([C:6]1[C:7](=[O:35])[C:8]2[CH:13]=[N:12][C:11]([NH:14][C:15]3[CH:20]=[CH:19][C:18]([CH2:21][CH2:22][NH2:23])=[CH:17][CH:16]=3)=[N:10][C:9]=2[N:24]([C:26]2[CH:27]=[C:28]3[C:32](=[CH:33][CH:34]=2)[CH2:31][CH2:30][CH2:29]3)[CH:25]=1)=[O:5].Br[CH2:37][CH2:38][OH:39]. (3) Given the product [P:1]([OH:6])([OH:5])([O:3][CH2:4][N:26]1[C:25]([C:15]2[CH:16]=[CH:17][C:18]([C:21]([F:23])([F:24])[F:22])=[C:19]([F:20])[C:14]=2[F:13])=[CH:29][S:28][C:27]1=[N:30][C:31](=[O:46])[CH2:32][C:33]1[C:41]2[C:40](=[O:42])[N:39]([CH3:43])[C:38](=[O:44])[N:37]([CH3:45])[C:36]=2[S:35][N:34]=1)=[O:2], predict the reactants needed to synthesize it. The reactants are: [P:1]([O-:6])([O-:5])([O:3][CH3:4])=[O:2].P([O-])([O-])([O-])=O.[Na].[F:13][C:14]1[C:19]([F:20])=[C:18]([C:21]([F:24])([F:23])[F:22])[CH:17]=[CH:16][C:15]=1[C:25]1[N:26]=[C:27]([NH:30][C:31](=[O:46])[CH2:32][C:33]2[C:41]3[C:40](=[O:42])[N:39]([CH3:43])[C:38](=[O:44])[N:37]([CH3:45])[C:36]=3[S:35][N:34]=2)[S:28][CH:29]=1.P(OCI)(OC(C)(C)C)(OC(C)(C)C)=O. (4) Given the product [CH2:4]([O:3][CH:1]=[CH:2][C:7](=[O:13])[C:8]([O:10][CH2:11][CH3:12])=[O:9])[CH3:5], predict the reactants needed to synthesize it. The reactants are: [CH2:1]([O:3][CH:4]=[CH2:5])[CH3:2].Cl[C:7](=[O:13])[C:8]([O:10][CH2:11][CH3:12])=[O:9]. (5) Given the product [C:1]([O:5][C:6]([N:8]1[CH2:9][CH2:10][CH:11]([N:14]([CH3:15])[CH:19]2[CH2:20][CH2:21][O:16][CH2:17][CH2:18]2)[CH2:12][CH2:13]1)=[O:7])([CH3:4])([CH3:3])[CH3:2], predict the reactants needed to synthesize it. The reactants are: [C:1]([O:5][C:6]([N:8]1[CH2:13][CH2:12][CH:11]([NH:14][CH3:15])[CH2:10][CH2:9]1)=[O:7])([CH3:4])([CH3:3])[CH3:2].[O:16]1[CH2:21][CH2:20][CH2:19][C:18](=O)[CH2:17]1.CCN(C(C)C)C(C)C.C(O[BH-](OC(=O)C)OC(=O)C)(=O)C.[Na+]. (6) Given the product [CH3:8][C:6]1[C:5]([CH:9]([S:19][C:20]2[CH:25]=[CH:24][CH:23]=[CH:22][CH:21]=2)[C:10]2[C:15]([F:16])=[CH:14][CH:13]=[C:12]([F:17])[C:11]=2[F:18])=[CH:4][N:3]=[C:2]([CH:39]=[O:40])[CH:7]=1, predict the reactants needed to synthesize it. The reactants are: Br[C:2]1[CH:7]=[C:6]([CH3:8])[C:5]([CH:9]([S:19][C:20]2[CH:25]=[CH:24][CH:23]=[CH:22][CH:21]=2)[C:10]2[C:15]([F:16])=[CH:14][CH:13]=[C:12]([F:17])[C:11]=2[F:18])=[CH:4][N:3]=1.CCCCCC.C([Li])CCC.CN(C)[CH:39]=[O:40]. (7) Given the product [NH2:9][CH2:8][CH:7]([C:4]1[S:5][CH:6]=[C:2]([CH3:1])[N:3]=1)[OH:12], predict the reactants needed to synthesize it. The reactants are: [CH3:1][C:2]1[N:3]=[C:4]([CH:7]([OH:12])[CH2:8][N+:9]([O-])=O)[S:5][CH:6]=1.